This data is from Forward reaction prediction with 1.9M reactions from USPTO patents (1976-2016). The task is: Predict the product of the given reaction. (1) The product is: [CH2:2]([O:4][C:5]([C:7]1[N:8]([CH2:23][C:24]2[C:25]3[CH:32]=[C:31]([F:33])[CH:30]=[CH:29][C:26]=3[S:27][CH:28]=2)[C:9]2[C:14]([C:15]=1[CH2:16][NH2:17])=[CH:13][C:12]([F:22])=[CH:11][CH:10]=2)=[O:6])[CH3:3]. Given the reactants Cl.[CH2:2]([O:4][C:5]([C:7]1[N:8]([CH2:23][C:24]2[C:25]3[CH:32]=[C:31]([F:33])[CH:30]=[CH:29][C:26]=3[S:27][CH:28]=2)[C:9]2[C:14]([C:15]=1[CH2:16][NH:17]C(OC)=O)=[CH:13][C:12]([F:22])=[CH:11][CH:10]=2)=[O:6])[CH3:3], predict the reaction product. (2) Given the reactants Br[C:2]1[C:3](=[O:10])[N:4]([CH3:9])[CH:5]=[C:6]([Br:8])[CH:7]=1.[CH3:11][N:12]1[CH:16]=[CH:15][C:14]([NH2:17])=[N:13]1.C1(P(C2C=CC3C(=CC=CC=3)C=2C2C3C(=CC=CC=3)C=CC=2)C2C=CC=CC=2)C=CC=CC=1.C(=O)([O-])[O-].[Cs+].[Cs+], predict the reaction product. The product is: [Br:8][C:6]1[CH:7]=[C:2]([NH:17][C:14]2[CH:15]=[CH:16][N:12]([CH3:11])[N:13]=2)[C:3](=[O:10])[N:4]([CH3:9])[CH:5]=1.